This data is from Full USPTO retrosynthesis dataset with 1.9M reactions from patents (1976-2016). The task is: Predict the reactants needed to synthesize the given product. (1) Given the product [CH3:1][C:2]1[C:7]([CH:8]=[O:9])=[CH:6][CH:5]=[C:4]([C:10]2[CH:15]=[CH:14][C:13]([C:16]([F:18])([F:17])[F:19])=[CH:12][CH:11]=2)[N:3]=1, predict the reactants needed to synthesize it. The reactants are: [CH3:1][C:2]1[C:7]([CH2:8][OH:9])=[CH:6][CH:5]=[C:4]([C:10]2[CH:15]=[CH:14][C:13]([C:16]([F:19])([F:18])[F:17])=[CH:12][CH:11]=2)[N:3]=1. (2) Given the product [CH3:1][N:2]([CH3:21])[S:3]([C:6]1[C:14]2=[N:13][S:12][N:11]=[C:10]2[C:9]([N:15]([CH3:20])[CH2:16][CH2:17][N:18]([CH3:19])[C:29](=[O:32])[CH:30]=[CH2:31])=[CH:8][CH:7]=1)(=[O:5])=[O:4], predict the reactants needed to synthesize it. The reactants are: [CH3:1][N:2]([CH3:21])[S:3]([C:6]1[C:14]2[C:10](=[N:11][S:12][N:13]=2)[C:9]([N:15]([CH3:20])[CH2:16][CH2:17][NH:18][CH3:19])=[CH:8][CH:7]=1)(=[O:5])=[O:4].C(N(CC)CC)C.[C:29](Cl)(=[O:32])[CH:30]=[CH2:31].C([O-])([O-])=O.[Na+].[Na+]. (3) Given the product [NH2:11][C:5]1[N:4]=[CH:3][C:2]([Br:1])=[CH:10][C:6]=1[C:7]([NH:20][CH:19]1[CH2:17][CH2:18]1)=[O:9], predict the reactants needed to synthesize it. The reactants are: [Br:1][C:2]1[CH:3]=[N:4][C:5]([NH2:11])=[C:6]([CH:10]=1)[C:7]([OH:9])=O.CCN=C=N[CH2:17][CH2:18][CH2:19][N:20](C)C.C1(N)CC1. (4) The reactants are: [Cl:1][C:2]1[CH:25]=[CH:24][C:5]([CH2:6][N:7]2[C:15]3[C:10](=[CH:11][C:12](/[CH:16]=[C:17]4/[C:18](=[O:23])[NH:19][C:20](=[O:22])[S:21]/4)=[CH:13][CH:14]=3)[CH:9]=[N:8]2)=[C:4]([C:26]([F:29])([F:28])[F:27])[CH:3]=1.Br[CH2:31][CH2:32]Cl.Cl.[OH:35][CH:36]1[CH2:39][NH:38][CH2:37]1. Given the product [Cl:1][C:2]1[CH:25]=[CH:24][C:5]([CH2:6][N:7]2[C:15]3[C:10](=[CH:11][C:12](/[CH:16]=[C:17]4/[C:18](=[O:23])[N:19]([CH2:31][CH2:32][N:38]5[CH2:39][CH:36]([OH:35])[CH2:37]5)[C:20](=[O:22])[S:21]/4)=[CH:13][CH:14]=3)[CH:9]=[N:8]2)=[C:4]([C:26]([F:27])([F:29])[F:28])[CH:3]=1, predict the reactants needed to synthesize it. (5) Given the product [CH2:1]([N:5]1[C:10](=[O:11])[C:9]([C:12]2[NH:13][S:14](=[O:24])(=[O:23])[C:15]3[CH:21]=[C:20]([O:22][CH2:30][C:31]([NH2:33])=[O:32])[CH:19]=[CH:18][C:16]=3[N:17]=2)=[C:8]([OH:25])[C:7]([CH:26]([CH3:27])[CH3:28])=[N:6]1)[CH2:2][CH2:3][CH3:4], predict the reactants needed to synthesize it. The reactants are: [CH2:1]([N:5]1[C:10](=[O:11])[C:9]([C:12]2[NH:13][S:14](=[O:24])(=[O:23])[C:15]3[CH:21]=[C:20]([OH:22])[CH:19]=[CH:18][C:16]=3[N:17]=2)=[C:8]([OH:25])[C:7]([CH:26]([CH3:28])[CH3:27])=[N:6]1)[CH2:2][CH2:3][CH3:4].Br[CH2:30][C:31]([NH2:33])=[O:32].C([O-])([O-])=O.[K+].[K+].